This data is from Forward reaction prediction with 1.9M reactions from USPTO patents (1976-2016). The task is: Predict the product of the given reaction. Given the reactants [CH:1]1([C:4]([CH:6]([O:12][C:13]2[CH:20]=[CH:19][C:16]([C:17]#[N:18])=[CH:15][CH:14]=2)[C:7]([CH:9]2[CH2:11][CH2:10]2)=O)=O)[CH2:3][CH2:2]1.O.[NH2:22][NH2:23], predict the reaction product. The product is: [CH:1]1([C:4]2[C:6]([O:12][C:13]3[CH:20]=[CH:19][C:16]([C:17]#[N:18])=[CH:15][CH:14]=3)=[C:7]([CH:9]3[CH2:11][CH2:10]3)[NH:23][N:22]=2)[CH2:3][CH2:2]1.